This data is from Forward reaction prediction with 1.9M reactions from USPTO patents (1976-2016). The task is: Predict the product of the given reaction. (1) Given the reactants Cl.[NH:2]1[CH2:7][CH2:6][CH:5]([C@H:8]([OH:10])[CH3:9])[CH2:4][CH2:3]1.[Cl:11][C:12]1[CH:17]=[CH:16][CH:15]=[C:14](I)[CH:13]=1, predict the reaction product. The product is: [Cl:11][C:12]1[CH:13]=[C:14]([N:2]2[CH2:7][CH2:6][CH:5]([C@H:8]([OH:10])[CH3:9])[CH2:4][CH2:3]2)[CH:15]=[CH:16][CH:17]=1. (2) Given the reactants [CH:1]1([N:4]([CH3:28])[C:5]2[C:6]([CH:19]3[CH2:27][C:26]4[C:21](=[CH:22][CH:23]=[CH:24][CH:25]=4)C3)=[N:7][C:8]3[C:13]([N:14]=2)=[CH:12][C:11]([C:15]([O:17]C)=[O:16])=[CH:10][CH:9]=3)[CH2:3][CH2:2]1.[OH:29][Li].O.O, predict the reaction product. The product is: [O:29]1[C:21]2[CH:22]=[CH:23][CH:24]=[CH:25][C:26]=2[CH:27]=[C:19]1[C:6]1[C:5]([N:4]([CH:1]2[CH2:3][CH2:2]2)[CH3:28])=[N:14][C:13]2[C:8](=[CH:9][CH:10]=[C:11]([C:15]([OH:17])=[O:16])[CH:12]=2)[N:7]=1.